From a dataset of Full USPTO retrosynthesis dataset with 1.9M reactions from patents (1976-2016). Predict the reactants needed to synthesize the given product. (1) Given the product [C:1]1([CH:7]([NH:26][C:27]([O:29][C@@H:30]2[CH:35]3[CH2:36][CH2:37][N:32]([CH2:33][CH2:34]3)[CH2:31]2)=[O:28])[C:8]2[CH:9]=[C:10]([CH:23]=[CH:24][CH:25]=2)[O:11][CH2:12][C:13]2[CH:14]=[CH:15][C:16]([C:17]([OH:19])=[O:18])=[CH:21][CH:22]=2)[CH:6]=[CH:5][CH:4]=[CH:3][CH:2]=1, predict the reactants needed to synthesize it. The reactants are: [C:1]1([CH:7]([NH:26][C:27]([O:29][C@@H:30]2[CH:35]3[CH2:36][CH2:37][N:32]([CH2:33][CH2:34]3)[CH2:31]2)=[O:28])[C:8]2[CH:9]=[C:10]([CH:23]=[CH:24][CH:25]=2)[O:11][CH2:12][C:13]2[CH:22]=[CH:21][C:16]([C:17]([O:19]C)=[O:18])=[CH:15][CH:14]=2)[CH:6]=[CH:5][CH:4]=[CH:3][CH:2]=1.[OH-].[Li+].Cl. (2) The reactants are: [C:1]([O:12]C)(=[O:11])[C:2]1[CH:10]=[CH:9][C:5]([C:6]([O-])=O)=[CH:4][CH:3]=1.S(Cl)(Cl)=O.[Cl:18][C:19]1[CH:20]=[C:21]([CH2:25][N:26]([C:28]([NH2:30])=[S:29])[NH2:27])[CH:22]=[CH:23][CH:24]=1. Given the product [Cl:18][C:19]1[CH:20]=[C:21]([CH2:25][N:26]2[C:28](=[S:29])[NH:30][C:6]([C:5]3[CH:9]=[CH:10][C:2]([C:1]([OH:12])=[O:11])=[CH:3][CH:4]=3)=[N:27]2)[CH:22]=[CH:23][CH:24]=1, predict the reactants needed to synthesize it. (3) Given the product [CH2:1]([O:3][C:4](=[O:17])[CH:5]([O:6][C:18](=[O:20])[CH3:19])[C:7]1[CH:12]=[CH:11][C:10]([Cl:13])=[C:9]([N+:14]([O-:16])=[O:15])[CH:8]=1)[CH3:2], predict the reactants needed to synthesize it. The reactants are: [CH2:1]([O:3][C:4](=[O:17])[CH:5]([C:7]1[CH:12]=[CH:11][C:10]([Cl:13])=[C:9]([N+:14]([O-:16])=[O:15])[CH:8]=1)[OH:6])[CH3:2].[C:18](OC(=O)C)(=[O:20])[CH3:19]. (4) Given the product [C:11]1([S:17](/[CH:20]=[CH:21]/[C:2]2[CH:3]=[C:4]3[C:8](=[CH:9][CH:10]=2)[NH:7][CH:6]=[CH:5]3)(=[O:19])=[O:18])[CH:16]=[CH:15][CH:14]=[CH:13][CH:12]=1, predict the reactants needed to synthesize it. The reactants are: Br[C:2]1[CH:3]=[C:4]2[C:8](=[CH:9][CH:10]=1)[NH:7][CH:6]=[CH:5]2.[C:11]1([S:17]([CH:20]=[CH2:21])(=[O:19])=[O:18])[CH:16]=[CH:15][CH:14]=[CH:13][CH:12]=1.CC1C(P(C2C(C)=CC=CC=2)C2C(C)=CC=CC=2)=CC=CC=1.C(N(CC)CC)C. (5) Given the product [F:27][C:28]1[CH:29]=[C:30]([NH:31][CH:3]([C:5]2[CH:6]=[C:7]([C:22]([N:24]([CH3:26])[CH3:25])=[O:23])[CH:8]=[C:9]3[C:14]=2[O:13][C:12]([N:15]2[CH2:20][CH2:19][O:18][CH2:17][CH2:16]2)=[CH:11][C:10]3=[O:21])[CH3:4])[CH:32]=[C:33]([F:35])[CH:34]=1, predict the reactants needed to synthesize it. The reactants are: Br.Br[CH:3]([C:5]1[CH:6]=[C:7]([C:22]([N:24]([CH3:26])[CH3:25])=[O:23])[CH:8]=[C:9]2[C:14]=1[O:13][C:12]([N:15]1[CH2:20][CH2:19][O:18][CH2:17][CH2:16]1)=[CH:11][C:10]2=[O:21])[CH3:4].[F:27][C:28]1[CH:29]=[C:30]([CH:32]=[C:33]([F:35])[CH:34]=1)[NH2:31]. (6) The reactants are: [CH3:1][C:2]1[C:3]([CH2:15][O:16][C:17]2[CH:22]=[CH:21][C:20]([N:23]3[CH:27]=[CH:26][CH:25]=[N:24]3)=[CH:19][C:18]=2[CH3:28])=[C:4]([N:8]2[C:12](=[O:13])[N:11]([CH3:14])[N:10]=[N:9]2)[CH:5]=[CH:6][CH:7]=1.[Cl:29]N1C(=O)CCC1=O.C(Cl)(Cl)Cl. Given the product [CH3:1][C:2]1[C:3]([CH2:15][O:16][C:17]2[CH:22]=[CH:21][C:20]([N:23]3[CH:27]=[C:26]([Cl:29])[CH:25]=[N:24]3)=[CH:19][C:18]=2[CH3:28])=[C:4]([N:8]2[C:12](=[O:13])[N:11]([CH3:14])[N:10]=[N:9]2)[CH:5]=[CH:6][CH:7]=1, predict the reactants needed to synthesize it. (7) Given the product [NH2:21][C:18]1[CH:19]=[CH:20][C:15]([C:7]2[C:8]3[C:9](=[N:10][CH:11]=[N:12][C:13]=3[NH2:14])[NH:5][N:6]=2)=[CH:16][CH:17]=1, predict the reactants needed to synthesize it. The reactants are: C([N:5]1[C:9]2=[N:10][CH:11]=[N:12][C:13]([NH2:14])=[C:8]2[C:7]([C:15]2[CH:20]=[CH:19][C:18]([NH2:21])=[CH:17][CH:16]=2)=[N:6]1)(C)(C)C. (8) Given the product [CH3:21][O:22][C:23]([C:25]1[CH2:26][N:27]([C:39]([O:41][C:42]([CH3:45])([CH3:44])[CH3:43])=[O:40])[CH2:28][CH2:29][C:30]=1[C:7]1[CH:20]=[CH:19][C:10]([O:11][Si:12]([C:15]([CH3:18])([CH3:17])[CH3:16])([CH3:14])[CH3:13])=[CH:9][CH:8]=1)=[O:24], predict the reactants needed to synthesize it. The reactants are: [Li]CCCC.Br[C:7]1[CH:20]=[CH:19][C:10]([O:11][Si:12]([C:15]([CH3:18])([CH3:17])[CH3:16])([CH3:14])[CH3:13])=[CH:9][CH:8]=1.[CH3:21][O:22][C:23]([C:25]1[CH2:26][N:27]([C:39]([O:41][C:42]([CH3:45])([CH3:44])[CH3:43])=[O:40])[CH2:28][CH2:29][C:30]=1OS(C(F)(F)F)(=O)=O)=[O:24].[NH4+].[Cl-]. (9) Given the product [CH3:26][C:7]([S:6][C@@H:3]1[CH2:4][O:5][C@@H:40](/[CH:39]=[CH:38]/[CH:37]=[CH:36]/[C:33]2[CH:32]=[CH:31][CH:30]=[CH:35][C:34]=2[C:22]([F:25])([F:24])[F:23])[O:1][CH2:2]1)([CH3:27])[C:8]([C:16]1[CH:17]=[CH:18][C:19]([C:22]([F:24])([F:23])[F:25])=[CH:20][CH:21]=1)([OH:15])[CH2:9][N:10]1[CH:14]=[N:13][CH:12]=[N:11]1, predict the reactants needed to synthesize it. The reactants are: [OH:1][CH2:2][CH:3]([S:6][C:7]([CH3:27])([CH3:26])[C:8]([C:16]1[CH:21]=[CH:20][C:19]([C:22]([F:25])([F:24])[F:23])=[CH:18][CH:17]=1)([OH:15])[CH2:9][N:10]1[CH:14]=[N:13][CH:12]=[N:11]1)[CH2:4][OH:5].FC(F)(F)[C:30]1[CH:35]=[CH:34][C:33](/[CH:36]=[CH:37]/[CH:38]=[CH:39]/[CH:40]=O)=[CH:32][CH:31]=1. (10) The reactants are: [NH2:1][C:2]1[CH:7]=[CH:6][C:5]([Cl:8])=[CH:4][C:3]=1[C:9]([C:11]1[CH:16]=[CH:15][N:14]=[CH:13][CH:12]=1)=[O:10].[S:17]1[CH:21]=[C:20]([C:22]2[CH:27]=[CH:26][C:25]([S:28](Cl)(=[O:30])=[O:29])=[CH:24][CH:23]=2)[N:19]=[N:18]1. Given the product [Cl:8][C:5]1[CH:6]=[CH:7][C:2]([NH:1][S:28]([C:25]2[CH:26]=[CH:27][C:22]([C:20]3[N:19]=[N:18][S:17][CH:21]=3)=[CH:23][CH:24]=2)(=[O:30])=[O:29])=[C:3]([C:9]([C:11]2[CH:16]=[CH:15][N:14]=[CH:13][CH:12]=2)=[O:10])[CH:4]=1, predict the reactants needed to synthesize it.